This data is from Catalyst prediction with 721,799 reactions and 888 catalyst types from USPTO. The task is: Predict which catalyst facilitates the given reaction. (1) The catalyst class is: 155. Reactant: [C:1]([C:5]1[CH:22]=[CH:21][C:8]([C:9]([NH:11][C:12]2[CH:16]=[CH:15][S:14][C:13]=2[C:17]([O:19]C)=[O:18])=[O:10])=[CH:7][CH:6]=1)([CH3:4])([CH3:3])[CH3:2].[OH-].[Na+].Cl. Product: [C:1]([C:5]1[CH:22]=[CH:21][C:8]([C:9]([NH:11][C:12]2[CH:16]=[CH:15][S:14][C:13]=2[C:17]([OH:19])=[O:18])=[O:10])=[CH:7][CH:6]=1)([CH3:4])([CH3:2])[CH3:3]. (2) Reactant: [CH:1]1([N:4]2[CH2:9][CH2:8][N:7](C(OC(C)(C)C)=O)[CH2:6][CH2:5]2)[CH2:3][CH2:2]1.[ClH:17]. Product: [ClH:17].[ClH:17].[CH:1]1([N:4]2[CH2:9][CH2:8][NH:7][CH2:6][CH2:5]2)[CH2:3][CH2:2]1. The catalyst class is: 12.